From a dataset of Forward reaction prediction with 1.9M reactions from USPTO patents (1976-2016). Predict the product of the given reaction. (1) Given the reactants [C:1]1(=[O:6])[O:5][CH2:4][CH2:3][O:2]1.[C:7]([OH:13])(=[O:12])[C:8]([CH3:11])([CH3:10])[CH3:9].[N-](S(C(F)(F)F)(=O)=O)S(C(F)(F)F)(=O)=O.C([N+](CCCCCCCC)(CCCCCCCC)CCCCCCCC)CCCCCCC, predict the reaction product. The product is: [C:8]([C:7]([O:13][CH:3]1[CH2:4][O:5][C:1](=[O:6])[O:2]1)=[O:12])([CH3:11])([CH3:10])[CH3:9]. (2) Given the reactants [ClH:1].Cl.[F:3][C:4]1[CH:5]=[CH:6][C:7]2[N:16]=[C:15]([N:17]3[CH2:22][CH2:21][N:20]([CH3:23])[C@@H:19]([CH2:24][CH2:25][O:26][CH3:27])[CH2:18]3)[C:14]3[CH:13]=[C:12]([CH2:28]C)[S:11][C:10]=3[NH:9][C:8]=2[CH:30]=1.Cl.[F:32]C1C(F)=CC2N=C(N)C3C=C(C)SC=3NC=2C=1, predict the reaction product. The product is: [ClH:1].[ClH:1].[F:3][C:4]1[C:5]([F:32])=[CH:6][C:7]2[N:16]=[C:15]([N:17]3[CH2:22][CH2:21][N:20]([CH3:23])[C@@H:19]([CH2:24][CH2:25][O:26][CH3:27])[CH2:18]3)[C:14]3[CH:13]=[C:12]([CH3:28])[S:11][C:10]=3[NH:9][C:8]=2[CH:30]=1. (3) Given the reactants [NH2:1][C:2]1[N:6]([C:7]2[CH:12]=CC=C[CH:8]=2)[N:5]=[CH:4][C:3]=1[C:13]([NH2:15])=[O:14].[Br:16][C:17]1[CH:18]=[C:19]([CH:22]=[CH:23][CH:24]=1)[CH:20]=O.C=O, predict the reaction product. The product is: [Br:16][C:17]1[CH:18]=[C:19]([CH:22]=[CH:23][CH:24]=1)[CH2:20][N:6]1[CH2:7][CH2:8][N:15]2[C:13](=[O:14])[C:3]3[CH:4]=[N:5][N:6]([CH:7]([CH3:8])[CH3:12])[C:2]=3[N:1]=[C:3]2[CH2:2]1. (4) Given the reactants [Br:1][C:2]1[CH:7]=[CH:6][C:5]([CH2:8][CH2:9][OH:10])=[CH:4][CH:3]=1.[C:11]([C:13]1[CH:14]=[C:15]([N:19]=[C:20]=[O:21])[CH:16]=[CH:17][CH:18]=1)#[N:12], predict the reaction product. The product is: [C:11]([C:13]1[CH:14]=[C:15]([NH:19][C:20](=[O:21])[O:10][CH2:9][CH2:8][C:5]2[CH:6]=[CH:7][C:2]([Br:1])=[CH:3][CH:4]=2)[CH:16]=[CH:17][CH:18]=1)#[N:12]. (5) The product is: [OH:19][C:3]1[CH:4]=[C:5]([O:8][C:9]2[CH:10]=[CH:11][C:12]([S:15]([CH3:18])(=[O:17])=[O:16])=[CH:13][CH:14]=2)[CH:6]=[CH:7][C:2]=1[NH:1][N:21]=[C:28]([CH3:27])[C:29]([O:31][CH2:32][CH3:33])=[O:30]. Given the reactants [NH2:1][C:2]1[CH:7]=[CH:6][C:5]([O:8][C:9]2[CH:14]=[CH:13][C:12]([S:15]([CH3:18])(=[O:17])=[O:16])=[CH:11][CH:10]=2)=[CH:4][C:3]=1[OH:19].Cl.[N:21]([O-])=O.[Na+].[OH-].[K+].[CH3:27][CH:28](C(=O)C)[C:29]([O:31][CH2:32][CH3:33])=[O:30], predict the reaction product. (6) The product is: [Cl:20]/[C:11](=[C:3](\[C:2]1[CH:1]=[CH:4][C:3]([O:10][CH2:9][O:8][CH3:7])=[CH:2][CH:1]=1)/[CH3:4])/[C:9]([O:8][CH2:7][CH3:6])=[O:10]. Given the reactants [CH2:1]([Li])[CH2:2][CH2:3][CH3:4].[CH3:6][CH2:7][O:8][C:9]([CH:11]([Cl:20])P(OCC)(OCC)=O)=[O:10].[Cl-].[NH4+], predict the reaction product.